Dataset: Reaction yield outcomes from USPTO patents with 853,638 reactions. Task: Predict the reaction yield, written as a fraction of the theoretical maximum amount of product (1.0 means a 100% yield; for example, 0.34 means a 34% yield). (1) The reactants are [CH3:1][C:2]1[O:6][N:5]=[C:4]([C:7]2[CH:12]=[CH:11][CH:10]=[CH:9][CH:8]=2)[C:3]=1[CH2:13][OH:14].[CH2:15]([O:17][C:18](=[O:27])[C:19]1[CH:24]=[CH:23][C:22](O)=[N:21][C:20]=1[CH3:26])[CH3:16]. No catalyst specified. The product is [CH2:15]([O:17][C:18](=[O:27])[C:19]1[CH:24]=[CH:23][C:22]([O:14][CH2:13][C:3]2[C:4]([C:7]3[CH:12]=[CH:11][CH:10]=[CH:9][CH:8]=3)=[N:5][O:6][C:2]=2[CH3:1])=[N:21][C:20]=1[CH3:26])[CH3:16]. The yield is 0.550. (2) The reactants are [C:1]([NH:4][C:5]1[S:6][C:7]([C:11]2[CH:12]=[C:13]([S:17](Cl)(=[O:19])=[O:18])[S:14][C:15]=2[Br:16])=[C:8]([CH3:10])[N:9]=1)(=[O:3])[CH3:2].C(N(CC)CC)C.Cl.[NH2:29][C@H:30]1[CH2:35][CH2:34][C@H:33]([OH:36])[CH2:32][CH2:31]1.CN(C=O)C. The catalyst is C(Cl)Cl. The product is [Br:16][C:15]1[S:14][C:13]([S:17](=[O:19])(=[O:18])[NH:29][CH:30]2[CH2:35][CH2:34][CH:33]([OH:36])[CH2:32][CH2:31]2)=[CH:12][C:11]=1[C:7]1[S:6][C:5]([NH:4][C:1](=[O:3])[CH3:2])=[N:9][C:8]=1[CH3:10]. The yield is 0.210.